The task is: Predict which catalyst facilitates the given reaction.. This data is from Catalyst prediction with 721,799 reactions and 888 catalyst types from USPTO. (1) Reactant: [CH3:1][O:2][C:3]([C:5]1[S:6][C:7]([Br:19])=[CH:8][C:9]=1[NH:10][CH:11]1[CH2:16][O:15][C:14]([CH3:18])([CH3:17])[O:13][CH2:12]1)=[O:4].N1[CH:25]=[CH:24][CH:23]=[CH:22][CH:21]=1.[CH3:26]O.C([O:31][CH2:32][CH3:33])(=O)C. Product: [CH3:1][O:2][C:3]([C:5]1[S:6][C:7]([Br:19])=[CH:8][C:9]=1[N:10]([CH:11]1[CH2:16][O:15][C:14]([CH3:17])([CH3:18])[O:13][CH2:12]1)[C:32]([C@H:33]1[CH2:25][CH2:24][C@H:23]([CH3:26])[CH2:22][CH2:21]1)=[O:31])=[O:4]. The catalyst class is: 11. (2) Reactant: [NH2:1][C:2]([CH3:14])([CH3:13])[CH2:3][O:4][C:5]1[CH:12]=[CH:11][C:8]([C:9]#[N:10])=[CH:7][CH:6]=1.[C:15](O[C:15]([O:17][C:18]([CH3:21])([CH3:20])[CH3:19])=[O:16])([O:17][C:18]([CH3:21])([CH3:20])[CH3:19])=[O:16].O. Product: [C:9]([C:8]1[CH:11]=[CH:12][C:5]([O:4][CH2:3][C:2]([NH:1][C:15](=[O:16])[O:17][C:18]([CH3:21])([CH3:20])[CH3:19])([CH3:14])[CH3:13])=[CH:6][CH:7]=1)#[N:10]. The catalyst class is: 236. (3) Reactant: [C:1]([C:5]1[CH:10]=[CH:9][C:8]([OH:11])=[CH:7][CH:6]=1)([CH3:4])([CH3:3])[CH3:2].S(Cl)([Cl:15])(=O)=O. Product: [Cl:15][C:9]1[CH:10]=[C:5]([C:1]([CH3:4])([CH3:2])[CH3:3])[CH:6]=[CH:7][C:8]=1[OH:11]. The catalyst class is: 4. (4) Reactant: [NH2:1][C:2]1[C:3]([NH:36][CH3:37])=[CH:4][C:5]([C:10]2[CH:31]=[CH:30][C:13]([O:14][CH2:15][CH2:16][CH:17]3[CH2:22][CH2:21][N:20]([C:23]([O:25][C:26]([CH3:29])([CH3:28])[CH3:27])=[O:24])[CH2:19][CH2:18]3)=[C:12]([C:32]([F:35])([F:34])[F:33])[CH:11]=2)=[N:6][C:7]=1[C:8]#[N:9].Cl.[N:39]([O-])=O.[Na+].C(OCC)(=O)C. Product: [C:8]([C:7]1[C:2]2[N:1]=[N:39][N:36]([CH3:37])[C:3]=2[CH:4]=[C:5]([C:10]2[CH:31]=[CH:30][C:13]([O:14][CH2:15][CH2:16][CH:17]3[CH2:22][CH2:21][N:20]([C:23]([O:25][C:26]([CH3:29])([CH3:28])[CH3:27])=[O:24])[CH2:19][CH2:18]3)=[C:12]([C:32]([F:35])([F:33])[F:34])[CH:11]=2)[N:6]=1)#[N:9]. The catalyst class is: 179. (5) Reactant: [NH2:1][C:2]1[C:3]([N+:21]([O-])=O)=[C:4]([N:8]2[CH2:13][CH2:12][N:11]([C:14]([O:16][C:17]([CH3:20])([CH3:19])[CH3:18])=[O:15])[CH2:10][CH2:9]2)[CH:5]=[CH:6][CH:7]=1. Product: [NH2:21][C:3]1[C:2]([NH2:1])=[CH:7][CH:6]=[CH:5][C:4]=1[N:8]1[CH2:13][CH2:12][N:11]([C:14]([O:16][C:17]([CH3:20])([CH3:19])[CH3:18])=[O:15])[CH2:10][CH2:9]1. The catalyst class is: 63. (6) Reactant: [Cl:1][C:2]1[CH:3]=[CH:4][C:5]([N+:9]([O-:11])=[O:10])=[C:6]([CH:8]=1)[NH2:7].[I:12]N1C(=O)CCC1=O. Product: [Cl:1][C:2]1[C:3]([I:12])=[CH:4][C:5]([N+:9]([O-:11])=[O:10])=[C:6]([CH:8]=1)[NH2:7]. The catalyst class is: 52. (7) Reactant: C(OC(=O)[NH:7][C:8]1[CH:13]=[C:12]([O:14][CH2:15][CH3:16])[C:11]([C:17]([F:20])([F:19])[F:18])=[CH:10][C:9]=1[NH:21][C:22](=[O:43])[CH2:23][C:24]([C:26]1[CH:31]=[CH:30][CH:29]=[C:28]([C:32]2[CH:37]=[CH:36][N:35]=[C:34]([CH:38]3[CH2:42][CH2:41][CH2:40][CH2:39]3)[CH:33]=2)[CH:27]=1)=O)(C)(C)C.C(O)(C(F)(F)F)=O. Product: [CH:38]1([C:34]2[CH:33]=[C:32]([C:28]3[CH:27]=[C:26]([C:24]4[CH2:23][C:22](=[O:43])[NH:21][C:9]5[CH:10]=[C:11]([C:17]([F:20])([F:18])[F:19])[C:12]([O:14][CH2:15][CH3:16])=[CH:13][C:8]=5[N:7]=4)[CH:31]=[CH:30][CH:29]=3)[CH:37]=[CH:36][N:35]=2)[CH2:39][CH2:40][CH2:41][CH2:42]1. The catalyst class is: 2.